Regression. Given two drug SMILES strings and cell line genomic features, predict the synergy score measuring deviation from expected non-interaction effect. From a dataset of NCI-60 drug combinations with 297,098 pairs across 59 cell lines. (1) Drug 1: CS(=O)(=O)CCNCC1=CC=C(O1)C2=CC3=C(C=C2)N=CN=C3NC4=CC(=C(C=C4)OCC5=CC(=CC=C5)F)Cl. Drug 2: CC1C(C(CC(O1)OC2CC(CC3=C2C(=C4C(=C3O)C(=O)C5=C(C4=O)C(=CC=C5)OC)O)(C(=O)CO)O)N)O.Cl. Cell line: SK-OV-3. Synergy scores: CSS=39.9, Synergy_ZIP=10.1, Synergy_Bliss=12.3, Synergy_Loewe=10.4, Synergy_HSA=13.5. (2) Drug 1: C1=CC=C(C(=C1)C(C2=CC=C(C=C2)Cl)C(Cl)Cl)Cl. Drug 2: C1C(C(OC1N2C=NC(=NC2=O)N)CO)O. Cell line: RPMI-8226. Synergy scores: CSS=14.9, Synergy_ZIP=-2.25, Synergy_Bliss=4.51, Synergy_Loewe=-24.0, Synergy_HSA=-1.08.